This data is from Forward reaction prediction with 1.9M reactions from USPTO patents (1976-2016). The task is: Predict the product of the given reaction. (1) The product is: [NH2:1][C:2]1[N:3]=[C:4]([N:71]2[CH2:70][CH2:69][N:68]([CH2:67][CH2:66][O:59][C:60]3[CH:65]=[CH:64][CH:63]=[CH:62][CH:61]=3)[CH2:73][CH2:72]2)[C:5]2[N:10]=[C:9]([CH2:11][CH2:12][C:13]3[CH:18]=[CH:17][C:16]([F:19])=[CH:15][CH:14]=3)[S:8][C:6]=2[N:7]=1. Given the reactants [NH2:1][C:2]1[NH:3][C:4](=O)[C:5]2[N:10]=[C:9]([CH2:11][CH2:12][C:13]3[CH:18]=[CH:17][C:16]([F:19])=[CH:15][CH:14]=3)[S:8][C:6]=2[N:7]=1.C1CCN2C(=NCCC2)CC1.F[P-](F)(F)(F)(F)F.N1(O[P+](N(C)C)(N(C)C)N(C)C)C2C=CC=CC=2N=N1.[O:59]([CH2:66][CH2:67][N:68]1[CH2:73][CH2:72][NH:71][CH2:70][CH2:69]1)[C:60]1[CH:65]=[CH:64][CH:63]=[CH:62][CH:61]=1, predict the reaction product. (2) The product is: [CH3:9][C:3]1[CH:4]=[CH:5][CH:6]=[C:7]2[C:2]=1[NH:1][C:11](=[O:12])[CH:10]=[N:8]2. Given the reactants [NH2:1][C:2]1[C:7]([NH2:8])=[CH:6][CH:5]=[CH:4][C:3]=1[CH3:9].[C:10](OCC)(=O)[CH:11]=[O:12], predict the reaction product. (3) Given the reactants [C:1]([O:5][C:6]([NH:8][S:9]([O:12][N:13]1[C:17](=[O:18])[CH2:16][CH2:15][C:14]1=[O:19])(=[O:11])=[O:10])=[O:7])([CH3:4])([CH3:3])[CH3:2].[CH3:20][O:21][CH2:22][CH2:23]O.C1(P(C2C=CC=CC=2)C2C=CC=CC=2)C=CC=CC=1.N(C(OCC)=O)=NC(OCC)=O, predict the reaction product. The product is: [C:1]([O:5][C:6]([N:8]([S:9]([O:12][N:13]1[C:14](=[O:19])[CH2:15][CH2:16][C:17]1=[O:18])(=[O:10])=[O:11])[CH2:23][CH2:22][O:21][CH3:20])=[O:7])([CH3:4])([CH3:2])[CH3:3].